From a dataset of Reaction yield outcomes from USPTO patents with 853,638 reactions. Predict the reaction yield, written as a fraction of the theoretical maximum amount of product (1.0 means a 100% yield; for example, 0.34 means a 34% yield). (1) The reactants are [Br:1][C:2]1[CH:10]=[C:6]([C:7]([OH:9])=O)[C:5]([OH:11])=[CH:4][CH:3]=1.[Cl:12][C:13]1[CH:14]=[C:15]([CH:17]=[C:18]([Cl:20])[CH:19]=1)[NH2:16]. No catalyst specified. The product is [Br:1][C:2]1[CH:3]=[CH:4][C:5]([OH:11])=[C:6]([CH:10]=1)[C:7]([NH:16][C:15]1[CH:14]=[C:13]([Cl:12])[CH:19]=[C:18]([Cl:20])[CH:17]=1)=[O:9]. The yield is 0.616. (2) The reactants are [CH2:1]([N:8]([CH2:38][C:39]1[CH:44]=[CH:43][CH:42]=[CH:41][CH:40]=1)[CH:9]1[CH2:14][CH2:13][CH:12]([C:15](=O)[CH2:16][NH:17][C:18]2[N:19]=[C:20]3[CH:26]=[CH:25][N:24]([S:27]([C:30]4[CH:36]=[CH:35][C:33]([CH3:34])=[CH:32][CH:31]=4)(=[O:29])=[O:28])[C:21]3=[N:22][CH:23]=2)[CH2:11][CH2:10]1)[C:2]1[CH:7]=[CH:6][CH:5]=[CH:4][CH:3]=1. The catalyst is CC#N. The product is [CH2:1]([N:8]([CH2:38][C:39]1[CH:44]=[CH:43][CH:42]=[CH:41][CH:40]=1)[CH:9]1[CH2:14][CH2:13][CH:12]([C:15]2[N:19]3[C:20]4[CH:26]=[CH:25][N:24]([S:27]([C:30]5[CH:36]=[CH:35][C:33]([CH3:34])=[CH:32][CH:31]=5)(=[O:29])=[O:28])[C:21]=4[N:22]=[CH:23][C:18]3=[N:17][CH:16]=2)[CH2:11][CH2:10]1)[C:2]1[CH:7]=[CH:6][CH:5]=[CH:4][CH:3]=1. The yield is 1.00.